From a dataset of Catalyst prediction with 721,799 reactions and 888 catalyst types from USPTO. Predict which catalyst facilitates the given reaction. (1) The catalyst class is: 39. Reactant: [C:1]([O:5][C:6]([N:8]1[CH2:13][CH2:12][N:11]([C:14]2[CH:15]=[CH:16][C:17]([C:20](O)=[O:21])=[N:18][CH:19]=2)[CH2:10][CH2:9]1)=[O:7])([CH3:4])([CH3:3])[CH3:2].[F:23][C:24]1[C:25]([C:32]2[CH:37]=[CH:36][N:35]=[C:34]([C:38]([F:41])([F:40])[F:39])[CH:33]=2)=[N:26][CH:27]=[C:28]([CH2:30][NH2:31])[CH:29]=1.CN(C(ON1N=NC2C=CC=NC1=2)=[N+](C)C)C.F[P-](F)(F)(F)(F)F.CCN(C(C)C)C(C)C. Product: [F:23][C:24]1[C:25]([C:32]2[CH:37]=[CH:36][N:35]=[C:34]([C:38]([F:41])([F:39])[F:40])[CH:33]=2)=[N:26][CH:27]=[C:28]([CH2:30][NH:31][C:20]([C:17]2[N:18]=[CH:19][C:14]([N:11]3[CH2:12][CH2:13][N:8]([C:6]([O:5][C:1]([CH3:4])([CH3:2])[CH3:3])=[O:7])[CH2:9][CH2:10]3)=[CH:15][CH:16]=2)=[O:21])[CH:29]=1. (2) Reactant: [CH3:1][O:2][C:3]1[C:8]([CH3:9])=[C:7]([CH3:10])[C:6]([O:11][CH3:12])=[C:5]([CH3:13])[C:4]=1[CH2:14]/[CH:15]=[C:16](\[CH3:22])/[CH2:17][CH2:18][CH2:19][C:20]#N.[BH4-].[Na+].O.CC([O:30]C)(C)C. Product: [CH3:1][O:2][C:3]1[C:8]([CH3:9])=[C:7]([CH3:10])[C:6]([O:11][CH3:12])=[C:5]([CH3:13])[C:4]=1[CH2:14]/[CH:15]=[C:16](\[CH3:22])/[CH2:17][CH2:18][CH2:19][CH2:20][OH:30]. The catalyst class is: 5. (3) Reactant: [OH:1][CH:2]1[CH2:11][CH2:10][CH2:9][C:8]2[C:3]1([C:14]1[CH:19]=[CH:18][CH:17]=[CH:16][CH:15]=1)[CH2:4][CH2:5][C:6](=[O:13])[C:7]=2[CH3:12].[O:20]1[CH:25]=[CH:24][CH2:23][CH2:22][CH2:21]1.O.C1(C)C=CC(S(O)(=O)=O)=CC=1. Product: [CH3:12][C:7]1[C:6](=[O:13])[CH2:5][CH2:4][C:3]2([C:14]3[CH:15]=[CH:16][CH:17]=[CH:18][CH:19]=3)[C:8]=1[CH2:9][CH2:10][CH2:11][CH:2]2[O:1][CH:21]1[CH2:22][CH2:23][CH2:24][CH2:25][O:20]1. The catalyst class is: 2. (4) Reactant: [C:1]([C:9]1[NH:10][C:11]2[C:16]([C:17]=1[CH2:18][C:19]([OH:21])=[O:20])=[CH:15][CH:14]=[CH:13][CH:12]=2)(=[O:8])[C:2]1[CH:7]=[CH:6][CH:5]=[CH:4][CH:3]=1.C[Si]([N-][Si](C)(C)C)(C)C.[Na+].C1COCC1.Br[CH2:38][C:39]1[C:40]2[CH:47]=[C:46]([Cl:48])[CH:45]=[CH:44][C:41]=2[S:42][CH:43]=1.Cl. Product: [C:1]([C:9]1[N:10]([CH2:38][C:39]2[C:40]3[CH:47]=[C:46]([Cl:48])[CH:45]=[CH:44][C:41]=3[S:42][CH:43]=2)[C:11]2[C:16]([C:17]=1[CH2:18][C:19]([OH:21])=[O:20])=[CH:15][CH:14]=[CH:13][CH:12]=2)(=[O:8])[C:2]1[CH:3]=[CH:4][CH:5]=[CH:6][CH:7]=1. The catalyst class is: 3. (5) Reactant: C([N-]C(C)C)(C)C.[Li+].CCCCCCC.O1CCCC1.C(C1C=CC=CC=1)C.[Cl:29][C:30]1[CH:35]=[CH:34][C:33]([C:36]2[S:37][C:38]([CH:42]([O:45][Si](C)(C)C)[C:43]#N)=[C:39]([CH3:41])[N:40]=2)=[CH:32][CH:31]=1.[C:50]([O:54][C:55]([N:57]1[CH2:62][CH2:61][CH2:60][CH:59](CI)[CH2:58]1)=[O:56])([CH3:53])([CH3:52])[CH3:51].Cl. Product: [C:50]([O:54][C:55]([N:57]1[CH2:62][CH2:61][CH2:60][CH:59]([CH2:43][C:42]([C:38]2[S:37][C:36]([C:33]3[CH:34]=[CH:35][C:30]([Cl:29])=[CH:31][CH:32]=3)=[N:40][C:39]=2[CH3:41])=[O:45])[CH2:58]1)=[O:56])([CH3:53])([CH3:51])[CH3:52]. The catalyst class is: 7. (6) Reactant: Br[C:2]1[CH:14]=[CH:13][C:5]([C:6]([O:8][C:9]([CH3:12])([CH3:11])[CH3:10])=[O:7])=[C:4]([NH:15][C:16]2[CH:21]=[CH:20][C:19]([F:22])=[CH:18][CH:17]=2)[CH:3]=1.[CH3:23][O:24][C:25]1[CH:30]=[CH:29][C:28](B(O)O)=[CH:27][N:26]=1.C(=O)([O-])[O-].[Na+].[Na+]. Product: [F:22][C:19]1[CH:20]=[CH:21][C:16]([NH:15][C:4]2[CH:3]=[C:2]([C:28]3[CH:29]=[CH:30][C:25]([O:24][CH3:23])=[N:26][CH:27]=3)[CH:14]=[CH:13][C:5]=2[C:6]([O:8][C:9]([CH3:12])([CH3:11])[CH3:10])=[O:7])=[CH:17][CH:18]=1. The catalyst class is: 80. (7) Reactant: C([O:3][C:4](=[O:33])[C:5]1[CH:10]=[CH:9][C:8](C(=O)CN2C(=O)C(C3C=CC=CC=3)(C3C=CC=CC=3)N=C2C)=[CH:7][CH:6]=1)C.[Li+].[OH-]. Product: [C:4]([OH:33])(=[O:3])[C:5]1[CH:10]=[CH:9][CH:8]=[CH:7][CH:6]=1. The catalyst class is: 12. (8) Reactant: [CH2:1]([O:3][C:4]([N:6]1[CH:11]2[CH2:12][CH2:13][CH:7]1[CH2:8][CH:9]([N:14]1[CH2:19][CH2:18][CH:17]([NH:20][C:21]3[CH:26]=[CH:25][C:24]([F:27])=[CH:23][CH:22]=3)[CH2:16][CH2:15]1)[CH2:10]2)=[O:5])[CH3:2].CCN(CC)CC.[CH:35]1([C:41](Cl)=[O:42])[CH2:40][CH2:39][CH2:38][CH2:37][CH2:36]1.[OH-].[Na+]. Product: [CH2:1]([O:3][C:4]([N:6]1[CH:11]2[CH2:12][CH2:13][CH:7]1[CH2:8][CH:9]([N:14]1[CH2:15][CH2:16][CH:17]([N:20]([C:41]([CH:35]3[CH2:40][CH2:39][CH2:38][CH2:37][CH2:36]3)=[O:42])[C:21]3[CH:22]=[CH:23][C:24]([F:27])=[CH:25][CH:26]=3)[CH2:18][CH2:19]1)[CH2:10]2)=[O:5])[CH3:2]. The catalyst class is: 2. (9) Reactant: [CH3:1][C:2]1[C:6]2[CH:7]=[C:8]3[C:13]4([C:21]5[C:16](=[CH:17][CH:18]=[CH:19][CH:20]=5)[N:15]([CH2:22][C:23]5[O:24][CH:25]=[C:26]([C:28]([OH:30])=O)[N:27]=5)[C:14]4=[O:31])[CH2:12][O:11][C:9]3=[CH:10][C:5]=2[O:4][N:3]=1.Cl.[CH3:33][NH:34][CH3:35].O.ON1C2C=CC=CC=2N=N1.Cl.C(N=C=NCCCN(C)C)C.CN1CCOCC1. Product: [CH3:33][N:34]([CH3:35])[C:28]([C:26]1[N:27]=[C:23]([CH2:22][N:15]2[C:16]3[C:21](=[CH:20][CH:19]=[CH:18][CH:17]=3)[C:13]3([C:8]4[C:9](=[CH:10][C:5]5[O:4][N:3]=[C:2]([CH3:1])[C:6]=5[CH:7]=4)[O:11][CH2:12]3)[C:14]2=[O:31])[O:24][CH:25]=1)=[O:30]. The catalyst class is: 9. (10) Reactant: [CH:1]1[C:11]2[C:10]3=[CH:12][C:13]4[CH:14]=[CH:15][C:16]([C:19](O)=[O:20])=[CH:17][C:18]=4[N:9]3[CH2:8][CH:7]=[CH:6][C:5]=2[CH:4]=[CH:3][CH:2]=1.C[N:23](C)S(N)(=O)=O.N=C=N.C[N:33](C)[CH:34]=[O:35]. Product: [CH:1]1[C:11]2[C:10]3=[CH:12][C:13]4[CH:14]=[CH:15][C:16]([C:19]([NH2:23])=[O:20])=[CH:17][C:18]=4[N:9]3[CH2:8][C:7]([C:34]([NH2:33])=[O:35])=[CH:6][C:5]=2[CH:4]=[CH:3][CH:2]=1. The catalyst class is: 142.